From a dataset of Reaction yield outcomes from USPTO patents with 853,638 reactions. Predict the reaction yield, written as a fraction of the theoretical maximum amount of product (1.0 means a 100% yield; for example, 0.34 means a 34% yield). (1) The reactants are CC1CCCN(C)C1(C)C.[Cl:11][C:12]1[CH:20]=[CH:19][C:15]([C:16]([OH:18])=[O:17])=[CH:14][N:13]=1.CN(C)[CH:23]=[O:24]. The catalyst is O1CCCC1.C([Li])CCC. The product is [Cl:11][C:12]1[CH:20]=[C:19]([CH:23]=[O:24])[C:15]([C:16]([OH:18])=[O:17])=[CH:14][N:13]=1. The yield is 0.532. (2) The reactants are Cl.[S:2]([N:12]1[C:16]2=[N:17][CH:18]=[C:19]([C:21]([O:23]C)=[O:22])[N:20]=[C:15]2[CH:14]=[CH:13]1)([C:5]1[CH:11]=[CH:10][C:8]([CH3:9])=[CH:7][CH:6]=1)(=[O:4])=[O:3]. The catalyst is O1CCOCC1. The product is [S:2]([N:12]1[C:16]2=[N:17][CH:18]=[C:19]([C:21]([OH:23])=[O:22])[N:20]=[C:15]2[CH:14]=[CH:13]1)([C:5]1[CH:6]=[CH:7][C:8]([CH3:9])=[CH:10][CH:11]=1)(=[O:4])=[O:3]. The yield is 0.850. (3) The reactants are CC1C=CC(S(O[CH2:12][CH:13]([C:15]2[C:24]3[C:19](=[CH:20][CH:21]=[C:22]([O:25][CH3:26])[N:23]=3)[N:18]=[CH:17][C:16]=2[F:27])[OH:14])(=O)=O)=CC=1.C(=O)([O-])[O-].[K+].[K+]. The catalyst is CO.O. The product is [F:27][C:16]1[C:15]([CH:13]2[CH2:12][O:14]2)=[C:24]2[C:19]([CH:20]=[CH:21][C:22]([O:25][CH3:26])=[N:23]2)=[N:18][CH:17]=1. The yield is 0.940. (4) The reactants are [N+]([C:4]1[CH:9]=[CH:8][CH:7]=[CH:6][C:5]=1[N+:10]([O-:12])=[O:11])([O-])=O.[F:13][C:14]1[CH:19]=[CH:18][C:17]([OH:20])=[CH:16][CH:15]=1.C(=O)([O-])[O-].[Cs+].[Cs+]. The catalyst is CS(C)=O.O. The product is [F:13][C:14]1[CH:19]=[CH:18][C:17]([O:20][C:9]2[CH:4]=[C:5]([N+:10]([O-:12])=[O:11])[CH:6]=[CH:7][CH:8]=2)=[CH:16][CH:15]=1. The yield is 0.690. (5) The reactants are C([O:3][C:4]([C:6]1[CH:7]=[N:8][C:9]2[C:14]([C:15]=1[OH:16])=[CH:13][CH:12]=[CH:11][CH:10]=2)=[O:5])C. The catalyst is [OH-].[Na+]. The product is [O:16]=[C:15]1[C:14]2[C:9](=[CH:10][CH:11]=[CH:12][CH:13]=2)[NH:8][CH:7]=[C:6]1[C:4]([OH:5])=[O:3]. The yield is 0.920.